From a dataset of Full USPTO retrosynthesis dataset with 1.9M reactions from patents (1976-2016). Predict the reactants needed to synthesize the given product. (1) Given the product [CH2:42]([NH+:43]([CH2:48][CH3:49])[CH2:44][CH3:45])[CH3:41].[OH:25][C:20]1[CH:21]=[CH:22][CH:23]=[CH:24][C:19]=1[C:18]([NH:17][S:16]([O:15][CH2:14][C@H:13]1[O:12][C@@H:11]([N:29]2[C:38]3[N:37]=[CH:36][N:35]=[C:33]([NH2:34])[C:32]=3[N:31]=[CH:30]2)[CH2:10][C@@H:9]1[OH:8])(=[O:27])=[O:28])=[O:26], predict the reactants needed to synthesize it. The reactants are: [Si]([O:8][C@@H:9]1[C@@H:13]([CH2:14][O:15][S:16](=[O:28])(=[O:27])[NH:17][C:18](=[O:26])[C:19]2[CH:24]=[CH:23][CH:22]=[CH:21][C:20]=2[OH:25])[O:12][C@@H:11]([N:29]2[C:38]3[N:37]=[CH:36][N:35]=[C:33]([NH2:34])[C:32]=3[N:31]=[CH:30]2)[CH2:10]1)(C(C)(C)C)(C)C.CC[CH2:41][CH2:42][N+:43](CCCC)([CH2:48][CH2:49]CC)[CH2:44][CH2:45]CC.[F-]. (2) Given the product [N:1]([CH2:10][C@@H:11]1[O:15][C:14](=[O:16])[N:13]([C:17]2[CH:22]=[CH:21][C:20]([N:23]3[CH:27]=[C:26]([CH3:28])[N:25]=[CH:24]3)=[C:19]([F:29])[CH:18]=2)[CH2:12]1)=[N+:2]=[N-:3], predict the reactants needed to synthesize it. The reactants are: [N-:1]=[N+:2]=[N-:3].[Na+].CS(O[CH2:10][C@@H:11]1[O:15][C:14](=[O:16])[N:13]([C:17]2[CH:22]=[CH:21][C:20]([N:23]3[CH:27]=[C:26]([CH3:28])[N:25]=[CH:24]3)=[C:19]([F:29])[CH:18]=2)[CH2:12]1)(=O)=O.C(OCC)(=O)C.O. (3) Given the product [Br:1][C:2]1[CH:3]=[CH:4][C:5]([N:8]2[CH:12]=[C:11]([CH2:13][CH2:14][CH2:15][O:16][C:17]3[C:22]([CH2:23][CH3:24])=[CH:21][CH:20]=[CH:19][C:18]=3[CH2:25][C:26]([OH:28])=[O:27])[C:10]([CH:30]([CH3:31])[CH3:32])=[N:9]2)=[N:6][CH:7]=1, predict the reactants needed to synthesize it. The reactants are: [Br:1][C:2]1[CH:3]=[CH:4][C:5]([N:8]2[CH:12]=[C:11]([CH2:13][CH2:14][CH2:15][O:16][C:17]3[C:22]([CH2:23][CH3:24])=[CH:21][CH:20]=[CH:19][C:18]=3[CH2:25][C:26]([O:28]C)=[O:27])[C:10]([CH:30]([CH3:32])[CH3:31])=[N:9]2)=[N:6][CH:7]=1.[OH-].[Na+].O1CCCC1.Cl. (4) Given the product [N:1]1[CH:6]=[CH:5][CH:4]=[N:3][C:2]=1[O:7][CH:8]1[CH2:13][CH2:12][CH:11]([OH:14])[CH2:10][CH2:9]1, predict the reactants needed to synthesize it. The reactants are: [N:1]1[CH:6]=[CH:5][CH:4]=[N:3][C:2]=1[O:7][CH:8]1[CH2:13][CH2:12][C:11](=[O:14])[CH2:10][CH2:9]1.[BH4-].[Na+]. (5) Given the product [Br:1][C:2]1[CH:7]=[N:6][C:5]([O:8][C:27]2[C:26]([O:30][CH3:29])=[N:25][CH:24]=[CH:23][CH:28]=2)=[N:4][CH:3]=1, predict the reactants needed to synthesize it. The reactants are: [Br:1][C:2]1[CH:3]=[N:4][C:5]([O:8]N2C3=NC=CC=C3N=N2)=[N:6][CH:7]=1.COOB([C:23]1[CH:24]=[N:25][CH:26]=[CH:27][CH:28]=1)O.[C:29]([O-])([O-])=[O:30].[Cs+].[Cs+]. (6) Given the product [CH3:18][O:17][C:14]1[CH:15]=[CH:16][C:11]([N:8]2[C:4]3=[N:5][CH:6]=[N:7][C:2]([NH:19][C:20]4[CH:21]=[C:22]([NH:26][C:27](=[O:38])[C:28]5[CH:33]=[CH:32][CH:31]=[C:30]([C:34]([F:35])([F:36])[F:37])[CH:29]=5)[CH:23]=[CH:24][CH:25]=4)=[C:3]3[CH:10]=[N:9]2)=[CH:12][CH:13]=1, predict the reactants needed to synthesize it. The reactants are: Cl[C:2]1[N:7]=[CH:6][N:5]=[C:4]2[N:8]([C:11]3[CH:16]=[CH:15][C:14]([O:17][CH3:18])=[CH:13][CH:12]=3)[N:9]=[CH:10][C:3]=12.[NH2:19][C:20]1[CH:21]=[C:22]([NH:26][C:27](=[O:38])[C:28]2[CH:33]=[CH:32][CH:31]=[C:30]([C:34]([F:37])([F:36])[F:35])[CH:29]=2)[CH:23]=[CH:24][CH:25]=1. (7) Given the product [CH3:1][O:2][C:3](=[O:12])[CH2:4][C:5]1[CH:10]=[CH:9][C:8]([C:77]2[CH:78]=[CH:79][C:74]([C:52]([CH2:53][CH3:54])([C:55]3[CH:60]=[CH:59][C:58]([C:61]#[C:62][C:63]([CH2:71][CH3:72])([O:66][Si:67]([CH3:68])([CH3:69])[CH3:70])[CH2:64][CH3:65])=[C:57]([CH3:73])[CH:56]=3)[CH2:50][CH3:51])=[CH:75][C:76]=2[CH3:89])=[CH:7][CH:6]=1, predict the reactants needed to synthesize it. The reactants are: [CH3:1][O:2][C:3](=[O:12])[CH2:4][C:5]1[CH:10]=[CH:9][C:8](Br)=[CH:7][CH:6]=1.C1(P(C2CCCCC2)C2C=CC=CC=2C2C(OC)=CC=CC=2OC)CCCCC1.P([O-])([O-])([O-])=O.[K+].[K+].[K+].[CH2:50]([C:52]([C:74]1[CH:79]=[CH:78][C:77](B2OC(C)(C)C(C)(C)O2)=[C:76]([CH3:89])[CH:75]=1)([C:55]1[CH:60]=[CH:59][C:58]([C:61]#[C:62][C:63]([CH2:71][CH3:72])([O:66][Si:67]([CH3:70])([CH3:69])[CH3:68])[CH2:64][CH3:65])=[C:57]([CH3:73])[CH:56]=1)[CH2:53][CH3:54])[CH3:51].C(=O)(O)[O-].[Na+].